Dataset: CYP3A4 inhibition data for predicting drug metabolism from PubChem BioAssay. Task: Regression/Classification. Given a drug SMILES string, predict its absorption, distribution, metabolism, or excretion properties. Task type varies by dataset: regression for continuous measurements (e.g., permeability, clearance, half-life) or binary classification for categorical outcomes (e.g., BBB penetration, CYP inhibition). Dataset: cyp3a4_veith. (1) The drug is Cc1cccc(NC(NC(=O)c2cccnc2)C(Cl)(Cl)Cl)c1. The result is 1 (inhibitor). (2) The molecule is O=C(c1ccncc1)N1CCC2(CC1)CCN(c1cccc(-c3ccccc3)c1)CC2. The result is 1 (inhibitor).